Task: Regression. Given a peptide amino acid sequence and an MHC pseudo amino acid sequence, predict their binding affinity value. This is MHC class I binding data.. Dataset: Peptide-MHC class I binding affinity with 185,985 pairs from IEDB/IMGT (1) The peptide sequence is MIDSDEWVY. The MHC is HLA-B57:01 with pseudo-sequence HLA-B57:01. The binding affinity (normalized) is 0.0847. (2) The peptide sequence is NVWEVEDYGF. The MHC is HLA-A23:01 with pseudo-sequence HLA-A23:01. The binding affinity (normalized) is 0.523.